This data is from Reaction yield outcomes from USPTO patents with 853,638 reactions. The task is: Predict the reaction yield, written as a fraction of the theoretical maximum amount of product (1.0 means a 100% yield; for example, 0.34 means a 34% yield). (1) The reactants are Br[C:2]1[CH:3]=[N:4][CH:5]=[C:6]2[C:11]=1[N:10]=[C:9]([C:12]([NH2:14])=[O:13])[CH:8]=[CH:7]2.[CH3:15][S:16]([C:19]1[CH:20]=[C:21](B(O)O)[CH:22]=[CH:23][CH:24]=1)(=[O:18])=[O:17].C(=O)([O-])[O-].[Cs+].[Cs+]. The catalyst is O1CCOCC1.O.C1(P([C-]2C=CC=C2)C2C=CC=CC=2)C=CC=CC=1.[C-]1(P(C2C=CC=CC=2)C2C=CC=CC=2)C=CC=C1.[Fe+2].[Pd](Cl)Cl. The product is [CH3:15][S:16]([C:19]1[CH:24]=[C:23]([C:2]2[CH:3]=[N:4][CH:5]=[C:6]3[C:11]=2[N:10]=[C:9]([C:12]([NH2:14])=[O:13])[CH:8]=[CH:7]3)[CH:22]=[CH:21][CH:20]=1)(=[O:18])=[O:17]. The yield is 0.460. (2) The reactants are [CH2:1]([O:8][C:9]1[N:14]=[C:13]([CH:15](C#N)[C:16]2[CH:17]=[C:18]([CH:21]=[C:22]([CH3:24])[CH:23]=2)[C:19]#[N:20])[C:12]([CH2:27][CH3:28])=[C:11]([O:29][CH2:30][C:31]2[CH:36]=[CH:35][CH:34]=[CH:33][CH:32]=2)[N:10]=1)[C:2]1[CH:7]=[CH:6][CH:5]=[CH:4][CH:3]=1.[H-].[Na+].CN(C=[O:43])C. No catalyst specified. The product is [CH2:1]([O:8][C:9]1[N:14]=[C:13]([C:15]([C:16]2[CH:17]=[C:18]([CH:21]=[C:22]([CH3:24])[CH:23]=2)[C:19]#[N:20])=[O:43])[C:12]([CH2:27][CH3:28])=[C:11]([O:29][CH2:30][C:31]2[CH:36]=[CH:35][CH:34]=[CH:33][CH:32]=2)[N:10]=1)[C:2]1[CH:7]=[CH:6][CH:5]=[CH:4][CH:3]=1. The yield is 0.800. (3) The reactants are [NH:1]1[C:9]2[C:4](=[CH:5][CH:6]=[CH:7][N:8]=2)[CH:3]=[CH:2]1.[Br:10][C:11]1[CH:19]=[CH:18][C:14]([C:15](Cl)=[O:16])=[CH:13][N:12]=1.[Cl-].[Cl-].[Cl-].[Al+3]. The catalyst is ClCCl. The yield is 0.110. The product is [Br:10][C:11]1[N:12]=[CH:13][C:14]([C:15]([C:3]2[C:4]3[C:9](=[N:8][CH:7]=[CH:6][CH:5]=3)[NH:1][CH:2]=2)=[O:16])=[CH:18][CH:19]=1. (4) The product is [Cl:14][C:15]1[CH:20]=[CH:19][C:18]([C:5]2[S:1][C:2]3[CH:11]=[CH:10][CH:9]=[CH:8][C:3]=3[C:4]=2[CH:6]=[O:7])=[CH:17][CH:16]=1. The reactants are [S:1]1[CH:5]=[C:4]([CH:6]=[O:7])[C:3]2[CH:8]=[CH:9][CH:10]=[CH:11][C:2]1=2.[Li+].[Cl-].[Cl:14][C:15]1[CH:20]=[CH:19][C:18](I)=[CH:17][CH:16]=1. The yield is 0.870. The catalyst is C1COCC1.C1C=CC(/C=C/C(/C=C/C2C=CC=CC=2)=O)=CC=1.C1C=CC(/C=C/C(/C=C/C2C=CC=CC=2)=O)=CC=1.[Pd]. (5) The reactants are [Cl:1][C:2]1[NH:3][C:4](I)=[C:5]([N+:7]([O-:9])=[O:8])[N:6]=1.[BH4-].C([N+](CCCC)(CCCC)CCCC)CCC.Cl. The catalyst is O1CCOCC1. The product is [Cl:1][C:2]1[NH:3][CH:4]=[C:5]([N+:7]([O-:9])=[O:8])[N:6]=1. The yield is 0.725. (6) The reactants are [H-].[Na+].C([CH:5]1[CH2:9][CH2:8][C:7](=[O:10])[C:6]1([CH3:12])[CH3:11])#N.[Cl:13][C:14]1[CH:21]=[CH:20][C:17]([CH2:18]Cl)=[CH:16][CH:15]=1.CCCCCC.[CH3:28][N:29](C)C=O. No catalyst specified. The product is [Cl:13][C:14]1[CH:21]=[CH:20][C:17]([CH2:18][C:8]2([C:28]#[N:29])[C:7](=[O:10])[C:6]([CH3:11])([CH3:12])[CH2:5][CH2:9]2)=[CH:16][CH:15]=1. The yield is 0.726. (7) The reactants are [C:1]12([CH2:11][O:12][C:13]3[C:18]([Br:19])=[CH:17][N:16]=[C:15]([NH:20][NH2:21])[CH:14]=3)[CH2:10][CH:5]3[CH2:6][CH:7]([CH2:9][CH:3]([CH2:4]3)[CH2:2]1)[CH2:8]2.Cl[S:23]([N:26]=[C:27]=O)(=[O:25])=[O:24].[NH:29]1[CH2:34][CH2:33][O:32][CH2:31][CH2:30]1. The catalyst is O1CCCC1.C(OCC)(=O)C. The product is [C:1]12([CH2:11][O:12][C:13]3[C:18]([Br:19])=[CH:17][N:16]4[C:27]([NH:26][S:23]([N:29]5[CH2:34][CH2:33][O:32][CH2:31][CH2:30]5)(=[O:25])=[O:24])=[N:21][N:20]=[C:15]4[CH:14]=3)[CH2:8][CH:7]3[CH2:9][CH:3]([CH2:4][CH:5]([CH2:6]3)[CH2:10]1)[CH2:2]2. The yield is 0.0200.